This data is from Catalyst prediction with 721,799 reactions and 888 catalyst types from USPTO. The task is: Predict which catalyst facilitates the given reaction. Reactant: [NH2:1][C:2]1[CH:7]=[CH:6][C:5]([N:8]2[CH2:12][CH2:11][NH:10][C:9]2=[O:13])=[CH:4][CH:3]=1.[Cl:14][C:15]1[S:19][C:18]([C:20]([NH:22][CH2:23][C@H:24]2[CH2:26][O:25]2)=[O:21])=[CH:17][CH:16]=1.FC(F)(F)S([O-])(=O)=O.[Yb+3].FC(F)(F)S([O-])(=O)=O.FC(F)(F)S([O-])(=O)=O. Product: [Cl:14][C:15]1[S:19][C:18]([C:20]([NH:22][CH2:23][C@H:24]([OH:25])[CH2:26][NH:1][C:2]2[CH:3]=[CH:4][C:5]([N:8]3[CH2:12][CH2:11][NH:10][C:9]3=[O:13])=[CH:6][CH:7]=2)=[O:21])=[CH:17][CH:16]=1. The catalyst class is: 1.